This data is from Forward reaction prediction with 1.9M reactions from USPTO patents (1976-2016). The task is: Predict the product of the given reaction. (1) Given the reactants [F:1][C:2]1[CH:3]=[CH:4][C:5]([CH3:20])=[C:6]([C:8]([CH3:19])([CH3:18])[CH2:9][C:10](N2CCOCC2)=[O:11])[CH:7]=1.[CH:21]([Li])([CH3:23])[CH3:22], predict the reaction product. The product is: [F:1][C:2]1[CH:3]=[CH:4][C:5]([CH3:20])=[C:6]([C:8]([CH3:18])([CH3:19])[CH2:9][C:10](=[O:11])[CH:21]([CH3:23])[CH3:22])[CH:7]=1. (2) Given the reactants [F:1][C:2]1[CH:3]=[C:4]2[C:8](=[CH:9][CH:10]=1)[NH:7][C:6](=[O:11])[C:5]2=[C:12]1[C:20]2[C:15](=[CH:16][C:17]([CH2:21][CH2:22][CH2:23]OS(C)(=O)=O)=[CH:18][CH:19]=2)[CH2:14][O:13]1.[OH:29][CH:30]1[CH2:35][CH2:34][NH:33][CH2:32][CH2:31]1.O, predict the reaction product. The product is: [F:1][C:2]1[CH:3]=[C:4]2[C:8](=[CH:9][CH:10]=1)[NH:7][C:6](=[O:11])[C:5]2=[C:12]1[C:20]2[C:15](=[CH:16][C:17]([CH2:21][CH2:22][CH2:23][N:33]3[CH2:34][CH2:35][CH:30]([OH:29])[CH2:31][CH2:32]3)=[CH:18][CH:19]=2)[CH2:14][O:13]1. (3) The product is: [CH2:22]([N:11]([C:5]1[CH:6]=[CH:7][C:8]([O:9][CH3:10])=[C:3]([O:2][CH3:1])[CH:4]=1)[S:12]([C:15]1[CH:16]=[CH:17][C:18]([F:21])=[CH:19][CH:20]=1)(=[O:14])=[O:13])[C:23]1[CH:28]=[CH:27][CH:26]=[CH:25][CH:24]=1. Given the reactants [CH3:1][O:2][C:3]1[CH:4]=[C:5]([NH:11][S:12]([C:15]2[CH:20]=[CH:19][C:18]([F:21])=[CH:17][CH:16]=2)(=[O:14])=[O:13])[CH:6]=[CH:7][C:8]=1[O:9][CH3:10].[CH2:22](Br)[C:23]1[CH:28]=[CH:27][CH:26]=[CH:25][CH:24]=1.C(=O)([O-])[O-].[K+].[K+], predict the reaction product. (4) Given the reactants [N:1]1([CH:6]([C:20]2[CH:25]=[CH:24][CH:23]=[CH:22][CH:21]=2)[CH2:7][NH:8][C:9]2[C:18]3[C:13](=[CH:14][CH:15]=[CH:16][CH:17]=3)[N:12]=[C:11](Cl)[N:10]=2)[CH:5]=[CH:4][N:3]=[CH:2]1.[CH3:26][N:27]([CH3:37])[C:28]1[CH:33]=[CH:32][C:31](B(O)O)=[CH:30][CH:29]=1.C1(C(C2C=CC=CN=2)CNC2C3C(=CC=CC=3)N=C(C3C=CC(NS(C)(=O)=O)=CC=3)N=2)C=CC=CC=1, predict the reaction product. The product is: [N:1]1([CH:6]([C:20]2[CH:25]=[CH:24][CH:23]=[CH:22][CH:21]=2)[CH2:7][NH:8][C:9]2[C:18]3[C:13](=[CH:14][CH:15]=[CH:16][CH:17]=3)[N:12]=[C:11]([C:31]3[CH:32]=[CH:33][C:28]([N:27]([CH3:37])[CH3:26])=[CH:29][CH:30]=3)[N:10]=2)[CH:5]=[CH:4][N:3]=[CH:2]1. (5) Given the reactants [C:1]([N:5]1[C:10](=[O:11])[C:9]([CH2:12][O:13][Si](C(C)(C)C)(C)C)=[C:8]([S:21][CH2:22][C:23]2[CH:28]=[CH:27][C:26]([C:29]([CH3:32])([CH3:31])[CH3:30])=[CH:25][CH:24]=2)[CH:7]=[N:6]1)([CH3:4])([CH3:3])[CH3:2].[F-].C([N+](CCCC)(CCCC)CCCC)CCC.ClCCl, predict the reaction product. The product is: [C:1]([N:5]1[C:10](=[O:11])[C:9]([CH2:12][OH:13])=[C:8]([S:21][CH2:22][C:23]2[CH:24]=[CH:25][C:26]([C:29]([CH3:32])([CH3:31])[CH3:30])=[CH:27][CH:28]=2)[CH:7]=[N:6]1)([CH3:4])([CH3:3])[CH3:2]. (6) The product is: [O:33]1[CH2:34][CH2:35][N:30]([C:26]2[CH:25]=[C:24]([C:9]3[CH:10]=[C:11]4[C:16](=[N:17][CH:18]=3)[N:15]([C:19]([NH2:21])=[O:20])[CH2:14][CH2:13][CH2:12]4)[CH:29]=[N:28][CH:27]=2)[CH2:31][CH2:32]1. Given the reactants CC1(C)C(C)(C)OB([C:9]2[CH:10]=[C:11]3[C:16](=[N:17][CH:18]=2)[N:15]([C:19]([NH2:21])=[O:20])[CH2:14][CH2:13][CH2:12]3)O1.Br[C:24]1[CH:25]=[C:26]([N:30]2[CH2:35][CH2:34][O:33][CH2:32][CH2:31]2)[CH:27]=[N:28][CH:29]=1.C([O-])([O-])=O.[Na+].[Na+].O, predict the reaction product. (7) Given the reactants [N+:1](C1C=C(S(Cl)(=O)=O)SC=1)([O-])=O.[N+:13]([C:16]1[S:20][C:19]([S:21](Cl)(=[O:23])=[O:22])=[CH:18][CH:17]=1)([O-])=O.N, predict the reaction product. The product is: [NH2:13][C:16]1[S:20][C:19]([S:21]([NH2:1])(=[O:23])=[O:22])=[CH:18][CH:17]=1.